This data is from Forward reaction prediction with 1.9M reactions from USPTO patents (1976-2016). The task is: Predict the product of the given reaction. (1) The product is: [N+:1]([C:4]1[CH:5]=[C:6]2[C:11]([CH2:10][CH2:9][CH:8]3[O:22][CH:7]32)=[CH:12][CH:13]=1)([O-:3])=[O:2]. Given the reactants [N+:1]([C:4]1[CH:5]=[C:6]2[C:11](=[CH:12][CH:13]=1)[CH2:10][CH2:9][CH:8]=[CH:7]2)([O-:3])=[O:2].C1C=C(Cl)C=C(C(OO)=[O:22])C=1, predict the reaction product. (2) Given the reactants [Cl:1][C:2]1[C:7]([NH2:8])=[CH:6][C:5]([C:9]2[N:13]([CH3:14])[N:12]=[N:11][C:10]=2[CH3:15])=[CH:4][N:3]=1.Br[C:17]1[C:18]([F:27])=[C:19]([CH:24]=[CH:25][CH:26]=1)[C:20]([O:22][CH3:23])=[O:21].C([O-])([O-])=O.[Cs+].[Cs+].CC1(C)C2C(=C(P(C3C=CC=CC=3)C3C=CC=CC=3)C=CC=2)OC2C(P(C3C=CC=CC=3)C3C=CC=CC=3)=CC=CC1=2, predict the reaction product. The product is: [Cl:1][C:2]1[C:7]([NH:8][C:17]2[C:18]([F:27])=[C:19]([CH:24]=[CH:25][CH:26]=2)[C:20]([O:22][CH3:23])=[O:21])=[CH:6][C:5]([C:9]2[N:13]([CH3:14])[N:12]=[N:11][C:10]=2[CH3:15])=[CH:4][N:3]=1.